From a dataset of Catalyst prediction with 721,799 reactions and 888 catalyst types from USPTO. Predict which catalyst facilitates the given reaction. (1) Reactant: Cl[C:2]1[CH:10]=[CH:9][C:5]([C:6]([NH2:8])=[O:7])=[C:4]([O:11][C:12]2[CH:17]=[CH:16][C:15]([O:18][C:19]3[CH:24]=[CH:23][CH:22]=[C:21]([C:25]#[N:26])[CH:20]=3)=[CH:14][CH:13]=2)[N:3]=1.[C:27]([O:31][C:32]([N:34]1[CH2:38][CH:37]=[C:36](B2OC(C)(C)C(C)(C)O2)[CH2:35]1)=[O:33])([CH3:30])([CH3:29])[CH3:28].C(=O)([O-])[O-].[Cs+].[Cs+]. Product: [C:27]([O:31][C:32]([N:34]1[CH2:38][CH:37]=[C:36]([C:2]2[CH:10]=[CH:9][C:5]([C:6](=[O:7])[NH2:8])=[C:4]([O:11][C:12]3[CH:17]=[CH:16][C:15]([O:18][C:19]4[CH:24]=[CH:23][CH:22]=[C:21]([C:25]#[N:26])[CH:20]=4)=[CH:14][CH:13]=3)[N:3]=2)[CH2:35]1)=[O:33])([CH3:30])([CH3:28])[CH3:29]. The catalyst class is: 551. (2) Reactant: [CH2:1]([N:3]=[C:4]=[O:5])[CH3:2].C(N(CC)CC)C.Cl.Cl.[NH2:15][C:16]1[CH:21]=[CH:20][C:19]([C:22]2[CH:27]=[CH:26][C:25]([NH:28][C:29]([C@@H:31]3[CH:36]4[CH2:37][CH2:38][N:33]([CH2:34][CH2:35]4)[CH2:32]3)=[O:30])=[CH:24][CH:23]=2)=[CH:18][CH:17]=1.O. Product: [CH2:1]([NH:3][C:4]([NH:15][C:16]1[CH:21]=[CH:20][C:19]([C:22]2[CH:23]=[CH:24][C:25]([NH:28][C:29]([C@@H:31]3[CH:36]4[CH2:35][CH2:34][N:33]([CH2:38][CH2:37]4)[CH2:32]3)=[O:30])=[CH:26][CH:27]=2)=[CH:18][CH:17]=1)=[O:5])[CH3:2]. The catalyst class is: 3. (3) Reactant: Cl.Cl.C(O[C:6]([C:8]1[CH:9]=[C:10]2[C:14](=[CH:15][CH:16]=1)[NH:13][N:12]=[C:11]2[C:17]1[CH:26]=[CH:25][C:24]2[C:19](=[CH:20][CH:21]=[C:22]([O:27][CH3:28])[CH:23]=2)[CH:18]=1)=[NH:7])C.[CH:29]1([C:34]([NH:36][NH2:37])=O)[CH2:33][CH2:32][CH2:31][CH2:30]1.C(N(CC)CC)C. Product: [CH:29]1([C:34]2[NH:36][N:37]=[C:6]([C:8]3[CH:9]=[C:10]4[C:14](=[CH:15][CH:16]=3)[NH:13][N:12]=[C:11]4[C:17]3[CH:26]=[CH:25][C:24]4[C:19](=[CH:20][CH:21]=[C:22]([O:27][CH3:28])[CH:23]=4)[CH:18]=3)[N:7]=2)[CH2:33][CH2:32][CH2:31][CH2:30]1. The catalyst class is: 5. (4) Reactant: Br.[Br:2][CH2:3][CH2:4][CH2:5][NH2:6].C(N(CC)CC)C.C(Cl)Cl.O=C1CCC(=O)N1[O:24][C:25](=O)[CH:26]=[CH:27][CH:28]=[CH:29][C:30]1[CH:35]=[CH:34][CH:33]=[CH:32][CH:31]=1. Product: [Br:2][CH2:3][CH2:4][CH2:5][NH:6][C:25](=[O:24])[CH:26]=[CH:27][CH:28]=[CH:29][C:30]1[CH:35]=[CH:34][CH:33]=[CH:32][CH:31]=1. The catalyst class is: 2. (5) Reactant: O.C1(C)C=CC(S(O)(=O)=O)=CC=1.Br[C:14]1[C:19]([O:20][CH3:21])=[CH:18][C:17]([CH2:22][OH:23])=[CH:16][C:15]=1[O:24][CH3:25].O1C=CCCC1.[B:32](OC(C)C)([O:37]C(C)C)[O:33]C(C)C.Cl.[OH-].[Na+]. Product: [OH:23][CH2:22][C:17]1[CH:18]=[C:19]([O:20][CH3:21])[C:14]([B:32]([OH:37])[OH:33])=[C:15]([O:24][CH3:25])[CH:16]=1. The catalyst class is: 132.